Dataset: Catalyst prediction with 721,799 reactions and 888 catalyst types from USPTO. Task: Predict which catalyst facilitates the given reaction. (1) Reactant: [N:1]1[CH:6]=[CH:5][CH:4]=[CH:3][C:2]=1[N:7]([CH2:31][CH2:32][C:33]([O:35][CH2:36][CH3:37])=[O:34])[C:8]([C:10]1[CH:30]=[CH:29][C:13]2[N:14]([CH3:28])[C:15]([CH2:17][NH:18][C:19]3[CH:24]=[CH:23][C:22]([C:25](=[NH:27])[NH2:26])=[CH:21][CH:20]=3)=[N:16][C:12]=2[CH:11]=1)=[O:9].C(=O)([O-])[O-].[K+].[K+].[CH2:44]([O:50][C:51](Cl)=[O:52])[CH2:45][CH2:46][CH2:47][CH2:48][CH3:49]. Product: [N:1]1[CH:6]=[CH:5][CH:4]=[CH:3][C:2]=1[N:7]([CH2:31][CH2:32][C:33]([O:35][CH2:36][CH3:37])=[O:34])[C:8]([C:10]1[CH:30]=[CH:29][C:13]2[N:14]([CH3:28])[C:15]([CH2:17][NH:18][C:19]3[CH:24]=[CH:23][C:22]([C:25](=[NH:26])[NH:27][C:51]([O:50][CH2:44][CH2:45][CH2:46][CH2:47][CH2:48][CH3:49])=[O:52])=[CH:21][CH:20]=3)=[N:16][C:12]=2[CH:11]=1)=[O:9]. The catalyst class is: 95. (2) Reactant: [CH:1]([C:3]1[CH:8]=[CH:7][CH:6]=[CH:5][C:4]=1[N:9]([CH3:23])[S:10]([C:13]1[CH:18]=[CH:17][C:16]([C:19]([F:22])([F:21])[F:20])=[CH:15][CH:14]=1)(=[O:12])=[O:11])=O.O.[NH2:25][NH2:26]. Product: [N:25](=[CH:1][C:3]1[CH:8]=[CH:7][CH:6]=[CH:5][C:4]=1[N:9]([CH3:23])[S:10]([C:13]1[CH:18]=[CH:17][C:16]([C:19]([F:22])([F:21])[F:20])=[CH:15][CH:14]=1)(=[O:12])=[O:11])[NH2:26]. The catalyst class is: 8. (3) Reactant: C(=O)([O-])[O-].[K+].[K+].[C-:7]#[N:8].[K+].F[C:11]1[CH:16]=[CH:15][C:14]([N:17]2[C:22](=[O:23])[CH:21]=[C:20]([C:24]([F:27])([F:26])[F:25])[NH:19][C:18]2=[O:28])=[CH:13][C:12]=1[N+:29]([O-:31])=[O:30].Cl.C#N. Product: [C:7]([C:11]1[CH:16]=[CH:15][C:14]([N:17]2[C:22](=[O:23])[CH:21]=[C:20]([C:24]([F:27])([F:26])[F:25])[NH:19][C:18]2=[O:28])=[CH:13][C:12]=1[N+:29]([O-:31])=[O:30])#[N:8]. The catalyst class is: 35.